Predict the reactants needed to synthesize the given product. From a dataset of Full USPTO retrosynthesis dataset with 1.9M reactions from patents (1976-2016). Given the product [Cl:1][C:2]1[CH:7]=[CH:6][C:5](/[C:8](/[CH3:15])=[CH:9]/[C:10]([OH:12])=[O:11])=[C:4]([CH2:16][N:17]2[N:21]=[N:20][C:19]([CH3:22])=[N:18]2)[CH:3]=1, predict the reactants needed to synthesize it. The reactants are: [Cl:1][C:2]1[CH:7]=[CH:6][C:5](/[C:8](/[CH3:15])=[CH:9]/[C:10]([O:12]CC)=[O:11])=[C:4]([CH2:16][N:17]2[N:21]=[N:20][C:19]([CH3:22])=[N:18]2)[CH:3]=1.[OH-].[Na+].